This data is from Full USPTO retrosynthesis dataset with 1.9M reactions from patents (1976-2016). The task is: Predict the reactants needed to synthesize the given product. Given the product [Cl:74][C:52]1[CH:51]=[C:50]2[C:55](=[CH:54][CH:53]=1)[C:56]1[NH:60][C:59]([C:61]3[C:68]([C:69]#[N:70])=[CH:67][CH:66]=[CH:65][C:62]=3[C:63]#[N:64])=[N:58][C:57]=1[C:71]1[CH:72]=[CH:73][C:47]([CH2:19][CH2:18][C:16]([OH:20])([CH3:17])[CH3:15])=[CH:48][C:49]2=1, predict the reactants needed to synthesize it. The reactants are: B1C2CCCC1CCC2.C1COCC1.[CH3:15][C:16]([OH:20])([CH:18]=[CH2:19])[CH3:17].C([O-])([O-])=O.[Cs+].[Cs+].[As](C1C=CC=CC=1)(C1C=CC=CC=1)C1C=CC=CC=1.Br[C:47]1[CH:48]=[C:49]2[C:71](=[CH:72][CH:73]=1)[C:57]1[NH:58][C:59]([C:61]3[C:68]([C:69]#[N:70])=[CH:67][CH:66]=[CH:65][C:62]=3[C:63]#[N:64])=[N:60][C:56]=1[C:55]1[CH:54]=[CH:53][C:52]([Cl:74])=[CH:51][C:50]2=1.